Dataset: Reaction yield outcomes from USPTO patents with 853,638 reactions. Task: Predict the reaction yield, written as a fraction of the theoretical maximum amount of product (1.0 means a 100% yield; for example, 0.34 means a 34% yield). (1) The reactants are [NH2:1][C:2]1[CH:7]=[CH:6][CH:5]=[CH:4][CH:3]=1.[Cl:8][C:9]1[N:14]=[C:13](Cl)[C:12]([Cl:16])=[CH:11][N:10]=1.C(=O)([O-])[O-].[K+].[K+]. The catalyst is C(O)C. The product is [Cl:8][C:9]1[N:14]=[C:13]([NH:1][C:2]2[CH:7]=[CH:6][CH:5]=[CH:4][CH:3]=2)[C:12]([Cl:16])=[CH:11][N:10]=1. The yield is 0.700. (2) The reactants are [B-](F)(F)(F)F.CN(C(O[N:14]1[C:19](=O)[CH2:18][CH2:17]C1=O)=[N+](C)C)C.[F:21][C:22]1[CH:23]=[C:24]([NH:29][CH:30]([C:32]2[CH:33]=[C:34]([C:49]([OH:51])=O)[CH:35]=[C:36]3[C:41]=2[O:40][C:39]([N:42]2[CH2:47][CH2:46][O:45][CH2:44][CH2:43]2)=[CH:38][C:37]3=[O:48])[CH3:31])[CH:25]=[C:26]([F:28])[CH:27]=1.C(N(C(C)C)C(C)C)C.N1CCC1. The catalyst is C(Cl)Cl.CN(C=O)C. The product is [N:14]1([C:49]([C:34]2[CH:35]=[C:36]3[C:41](=[C:32]([CH:30]([NH:29][C:24]4[CH:23]=[C:22]([F:21])[CH:27]=[C:26]([F:28])[CH:25]=4)[CH3:31])[CH:33]=2)[O:40][C:39]([N:42]2[CH2:47][CH2:46][O:45][CH2:44][CH2:43]2)=[CH:38][C:37]3=[O:48])=[O:51])[CH2:17][CH2:18][CH2:19]1. The yield is 0.610. (3) The product is [N+:1]([C:4]1[C:5]([C:14]([NH2:15])=[O:17])=[N:6][CH:7]=[C:8]([C:10]([F:13])([F:11])[F:12])[CH:9]=1)([O-:3])=[O:2]. No catalyst specified. The reactants are [N+:1]([C:4]1[C:5]([C:14]#[N:15])=[N:6][CH:7]=[C:8]([C:10]([F:13])([F:12])[F:11])[CH:9]=1)([O-:3])=[O:2].S(=O)(=O)(O)[OH:17]. The yield is 0.860. (4) The reactants are [C:1]([NH:20][C:21]1[CH:22]=[C:23]([CH2:27][CH2:28][OH:29])[CH:24]=[CH:25][CH:26]=1)([C:14]1[CH:19]=[CH:18][CH:17]=[CH:16][CH:15]=1)([C:8]1[CH:13]=[CH:12][CH:11]=[CH:10][CH:9]=1)[C:2]1[CH:7]=[CH:6][CH:5]=[CH:4][CH:3]=1.C1N2CCN(CC2)C1.[N+:38]([C:41]1[CH:46]=[CH:45][C:44]([S:47](Cl)(=[O:49])=[O:48])=[CH:43][CH:42]=1)([O-:40])=[O:39].C(=O)(O)[O-].[Na+]. The catalyst is C(Cl)Cl. The product is [C:1]([NH:20][C:21]1[CH:22]=[C:23]([CH2:27][CH2:28][O:29][S:47]([C:44]2[CH:43]=[CH:42][C:41]([N+:38]([O-:40])=[O:39])=[CH:46][CH:45]=2)(=[O:48])=[O:49])[CH:24]=[CH:25][CH:26]=1)([C:8]1[CH:13]=[CH:12][CH:11]=[CH:10][CH:9]=1)([C:2]1[CH:3]=[CH:4][CH:5]=[CH:6][CH:7]=1)[C:14]1[CH:19]=[CH:18][CH:17]=[CH:16][CH:15]=1. The yield is 1.00. (5) The reactants are O.[NH2:2][NH2:3].[CH3:4][C:5]([CH3:12])([CH3:11])[C:6](=O)[CH2:7][C:8]#[N:9]. The catalyst is CCO. The product is [C:5]([C:6]1[CH:7]=[C:8]([NH2:9])[N:3]([CH2:4][CH2:5][CH2:6][CH2:7][CH3:8])[N:2]=1)([CH3:12])([CH3:11])[CH3:4]. The yield is 0.880. (6) The reactants are [Br:1][C:2]1[CH:7]=[CH:6][C:5]([C:8](=O)[CH2:9][NH:10][C:11]([C@@H:13]2[CH2:21][C:16]3([O:20][CH2:19][CH2:18][O:17]3)[CH2:15][N:14]2[C:22](=[O:32])[C@@H:23]([NH:27][C:28](=[O:31])[O:29][CH3:30])[CH:24]([CH3:26])[CH3:25])=O)=[CH:4][CH:3]=1.O1CCOCC1.C([O-])(=O)C.[NH4+:44]. The catalyst is CCOC(C)=O. The product is [Br:1][C:2]1[CH:7]=[CH:6][C:5]([C:8]2[NH:44][C:11]([C@@H:13]3[CH2:21][C:16]4([O:17][CH2:18][CH2:19][O:20]4)[CH2:15][N:14]3[C:22](=[O:32])[C@@H:23]([NH:27][C:28](=[O:31])[O:29][CH3:30])[CH:24]([CH3:26])[CH3:25])=[N:10][CH:9]=2)=[CH:4][CH:3]=1. The yield is 0.968. (7) The catalyst is C1COCC1.CO.O. The product is [OH:1][NH:4][C:7]([C:9]1[CH:17]=[C:16]2[C:12]([CH:13]=[CH:14][N:15]2[CH2:18][CH:19]2[CH2:24][CH2:23][CH2:22][CH2:21][CH2:20]2)=[CH:11][CH:10]=1)=[O:6]. The yield is 0.840. The reactants are [OH-:1].[Na+].O[NH2:4].C[O:6][C:7]([C:9]1[CH:17]=[C:16]2[C:12]([CH:13]=[CH:14][N:15]2[CH2:18][CH:19]2[CH2:24][CH2:23][CH2:22][CH2:21][CH2:20]2)=[CH:11][CH:10]=1)=O. (8) The reactants are [Cl:1][C:2]1[CH:3]=[C:4]([CH:8]=[CH:9][C:10]=1[Cl:11])[NH:5][CH:6]=[O:7].Br[CH2:13][CH2:14][CH2:15][Cl:16].C(=O)([O-])[O-].[Cs+].[Cs+]. The catalyst is CC(C)=O. The product is [Cl:1][C:2]1[CH:3]=[C:4]([CH:8]=[CH:9][C:10]=1[Cl:11])[N:5]([CH2:13][CH2:14][CH2:15][Cl:16])[CH:6]=[O:7]. The yield is 0.770. (9) The reactants are C([O:3][C:4]([C:6]1[C:7]([CH3:31])=[C:8]2[C:13]([NH:14][C:15]3[CH:20]=[CH:19][C:18]([O:21][C:22]4[CH:27]=[CH:26][CH:25]=[CH:24][CH:23]=4)=[CH:17][CH:16]=3)=[C:12]([C:28]#[N:29])[CH:11]=[N:10][N:9]2[CH:30]=1)=O)C.CC(C[AlH]CC(C)C)C. The catalyst is C1COCC1. The product is [OH:3][CH2:4][C:6]1[C:7]([CH3:31])=[C:8]2[C:13]([NH:14][C:15]3[CH:16]=[CH:17][C:18]([O:21][C:22]4[CH:27]=[CH:26][CH:25]=[CH:24][CH:23]=4)=[CH:19][CH:20]=3)=[C:12]([C:28]#[N:29])[CH:11]=[N:10][N:9]2[CH:30]=1. The yield is 0.900. (10) The catalyst is C(Cl)Cl. The product is [CH3:26][O:27][C:28]1[C:29](=[O:52])[C:30]([CH3:51])=[C:31]([CH2:37][C:38]2[C:39]([O:47][C:48](=[O:50])[CH3:49])=[C:40]([CH:44]=[CH:45][CH:46]=2)[C:41]([NH:4][C:3]2[CH:5]=[CH:6][C:7]([Cl:9])=[CH:8][C:2]=2[Cl:1])=[O:42])[C:32](=[O:36])[C:33]=1[O:34][CH3:35]. The yield is 0.370. The reactants are [Cl:1][C:2]1[CH:8]=[C:7]([Cl:9])[CH:6]=[CH:5][C:3]=1[NH2:4].C(N(CC)CC)C.[Cl-].ClC1N(C)CC[NH+]1C.[CH3:26][O:27][C:28]1[C:29](=[O:52])[C:30]([CH3:51])=[C:31]([CH2:37][C:38]2[C:39]([O:47][C:48](=[O:50])[CH3:49])=[C:40]([CH:44]=[CH:45][CH:46]=2)[C:41](O)=[O:42])[C:32](=[O:36])[C:33]=1[O:34][CH3:35].